Dataset: NCI-60 drug combinations with 297,098 pairs across 59 cell lines. Task: Regression. Given two drug SMILES strings and cell line genomic features, predict the synergy score measuring deviation from expected non-interaction effect. (1) Drug 2: C1=NC2=C(N=C(N=C2N1C3C(C(C(O3)CO)O)O)F)N. Drug 1: COC1=CC(=CC(=C1O)OC)C2C3C(COC3=O)C(C4=CC5=C(C=C24)OCO5)OC6C(C(C7C(O6)COC(O7)C8=CC=CS8)O)O. Synergy scores: CSS=20.2, Synergy_ZIP=-2.08, Synergy_Bliss=1.16, Synergy_Loewe=0.539, Synergy_HSA=0.990. Cell line: OVCAR3. (2) Drug 1: CC(CN1CC(=O)NC(=O)C1)N2CC(=O)NC(=O)C2. Drug 2: C1CN(CCN1C(=O)CCBr)C(=O)CCBr. Cell line: MCF7. Synergy scores: CSS=18.5, Synergy_ZIP=-3.12, Synergy_Bliss=0.139, Synergy_Loewe=0.0396, Synergy_HSA=2.07.